From a dataset of NCI-60 drug combinations with 297,098 pairs across 59 cell lines. Regression. Given two drug SMILES strings and cell line genomic features, predict the synergy score measuring deviation from expected non-interaction effect. (1) Drug 1: C1CN(P(=O)(OC1)NCCCl)CCCl. Drug 2: CC(C)CN1C=NC2=C1C3=CC=CC=C3N=C2N. Cell line: SW-620. Synergy scores: CSS=0.454, Synergy_ZIP=1.24, Synergy_Bliss=0.763, Synergy_Loewe=0.0954, Synergy_HSA=-1.51. (2) Drug 1: CC(C)(C#N)C1=CC(=CC(=C1)CN2C=NC=N2)C(C)(C)C#N. Drug 2: C(CC(=O)O)C(=O)CN.Cl. Cell line: RPMI-8226. Synergy scores: CSS=14.5, Synergy_ZIP=2.11, Synergy_Bliss=12.0, Synergy_Loewe=3.82, Synergy_HSA=3.74. (3) Drug 1: CN(C)N=NC1=C(NC=N1)C(=O)N. Drug 2: CN(C)C1=NC(=NC(=N1)N(C)C)N(C)C. Cell line: U251. Synergy scores: CSS=-0.416, Synergy_ZIP=-2.26, Synergy_Bliss=-0.789, Synergy_Loewe=-10.3, Synergy_HSA=-3.16. (4) Drug 1: CC12CCC3C(C1CCC2=O)CC(=C)C4=CC(=O)C=CC34C. Drug 2: CC1CCC2CC(C(=CC=CC=CC(CC(C(=O)C(C(C(=CC(C(=O)CC(OC(=O)C3CCCCN3C(=O)C(=O)C1(O2)O)C(C)CC4CCC(C(C4)OC)OCCO)C)C)O)OC)C)C)C)OC. Cell line: A498. Synergy scores: CSS=41.2, Synergy_ZIP=2.50, Synergy_Bliss=3.62, Synergy_Loewe=-2.15, Synergy_HSA=5.58. (5) Synergy scores: CSS=-1.75, Synergy_ZIP=2.17, Synergy_Bliss=1.21, Synergy_Loewe=0.330, Synergy_HSA=-1.57. Drug 1: C1CC(C1)(C(=O)O)C(=O)O.[NH2-].[NH2-].[Pt+2]. Cell line: NCI-H322M. Drug 2: C(CCl)NC(=O)N(CCCl)N=O. (6) Drug 1: CCC(=C(C1=CC=CC=C1)C2=CC=C(C=C2)OCCN(C)C)C3=CC=CC=C3.C(C(=O)O)C(CC(=O)O)(C(=O)O)O. Drug 2: C1CN1C2=NC(=NC(=N2)N3CC3)N4CC4. Cell line: OVCAR3. Synergy scores: CSS=23.5, Synergy_ZIP=-4.12, Synergy_Bliss=-2.33, Synergy_Loewe=-15.5, Synergy_HSA=-1.45.